This data is from Reaction yield outcomes from USPTO patents with 853,638 reactions. The task is: Predict the reaction yield, written as a fraction of the theoretical maximum amount of product (1.0 means a 100% yield; for example, 0.34 means a 34% yield). (1) The reactants are [C:1]([NH:5][S:6]([CH2:9][CH2:10][CH2:11]Cl)(=[O:8])=[O:7])([CH3:4])([CH3:3])[CH3:2].[Li][CH2:14]CCC.CI. The catalyst is C1COCC1. The product is [C:1]([NH:5][S:6]([C:9]1([CH3:14])[CH2:11][CH2:10]1)(=[O:8])=[O:7])([CH3:4])([CH3:3])[CH3:2]. The yield is 0.810. (2) The reactants are [OH:1][C:2]1[CH:9]=[CH:8][C:7]([O:10][CH3:11])=[CH:6][C:3]=1[C:4]#[N:5].[Br:12]Br. The product is [Br:12][C:9]1[C:2]([OH:1])=[C:3]([CH:6]=[C:7]([O:10][CH3:11])[CH:8]=1)[C:4]#[N:5]. The catalyst is C(Cl)(Cl)Cl. The yield is 1.00. (3) The reactants are CP(C1C=CC=CC=1)[C:3]1C=CC=C[CH:4]=1.[CH2:15]([P:17]([O-:23])[O:18][CH2:19][CH2:20][CH2:21][CH3:22])[CH3:16].C#C. The catalyst is C1CC=CCCC=C1.C1CC=CCCC=C1.[Ni].C1COCC1. The product is [CH2:3]([CH:16]=[CH:15][PH:17](=[O:23])[O:18][CH2:19][CH2:20][CH2:21][CH3:22])[CH3:4]. The yield is 0.950. (4) The reactants are O=O.[C:3]([O:7][C:8]([N:10]1[CH2:15][CH2:14][C:13]([C:16]2[CH:21]=[CH:20][C:19]([F:22])=[CH:18][CH:17]=2)=[C:12]([C:23]([OH:25])=[O:24])[CH2:11]1)=[O:9])([CH3:6])([CH3:5])[CH3:4].C(N(CC)CC)C.[H][H]. The catalyst is COC(C)(C)C.CO. The product is [C:3]([O:7][C:8]([N:10]1[CH2:15][CH2:14][C@@H:13]([C:16]2[CH:17]=[CH:18][C:19]([F:22])=[CH:20][CH:21]=2)[C@@H:12]([C:23]([OH:25])=[O:24])[CH2:11]1)=[O:9])([CH3:6])([CH3:4])[CH3:5]. The yield is 0.890. (5) The catalyst is ClCCl. The yield is 0.390. The reactants are [CH3:1][C:2]1[NH:16][C:5]2=[C:6]([NH:10][C:11]([CH:13]3[CH2:15][CH2:14]3)=[O:12])[N:7]=[CH:8][CH:9]=[C:4]2[CH:3]=1.[Cl-].[Al+3].[Cl-].[Cl-].[Cl:21][C:22]1[CH:30]=[CH:29][CH:28]=[C:27]([Cl:31])[C:23]=1[C:24](Cl)=[O:25].CO. The product is [Cl:21][C:22]1[CH:30]=[CH:29][CH:28]=[C:27]([Cl:31])[C:23]=1[C:24]([C:3]1[C:4]2[C:5](=[C:6]([NH:10][C:11]([CH:13]3[CH2:14][CH2:15]3)=[O:12])[N:7]=[CH:8][CH:9]=2)[NH:16][C:2]=1[CH3:1])=[O:25]. (6) The reactants are [C:1]([O:5][C:6](=[O:15])[NH:7][CH:8]1[CH2:11][C:10](=[O:12])[C:9]1([CH3:14])[CH3:13])([CH3:4])([CH3:3])[CH3:2].[BH4-].[Na+]. The catalyst is CO. The product is [C:1]([O:5][C:6](=[O:15])[NH:7][CH:8]1[CH2:11][CH:10]([OH:12])[C:9]1([CH3:14])[CH3:13])([CH3:4])([CH3:2])[CH3:3]. The yield is 0.850. (7) The reactants are [Br:1][C:2]1[CH:3]=[C:4]([F:17])[C:5]2[O:10][CH2:9][C:8](=[O:11])[N:7]([CH2:12][CH2:13][CH2:14]Cl)[C:6]=2[CH:16]=1.C([O-])([O-])=O.[K+].[K+].[Na+].[I-].[CH2:26]([CH:30]1[CH2:35][CH2:34][NH:33][CH2:32][CH2:31]1)[CH2:27][CH2:28][CH3:29]. The catalyst is C(Cl)Cl.CO. The product is [Br:1][C:2]1[CH:3]=[C:4]([F:17])[C:5]2[O:10][CH2:9][C:8](=[O:11])[N:7]([CH2:12][CH2:13][CH2:14][N:33]3[CH2:34][CH2:35][CH:30]([CH2:26][CH2:27][CH2:28][CH3:29])[CH2:31][CH2:32]3)[C:6]=2[CH:16]=1. The yield is 0.350.